This data is from Full USPTO retrosynthesis dataset with 1.9M reactions from patents (1976-2016). The task is: Predict the reactants needed to synthesize the given product. (1) Given the product [NH2:17][C:4]1[N:3]=[C:2]([NH:18][C:19]2[CH:27]=[CH:26][C:22]([CH2:23][CH2:24][OH:25])=[CH:21][CH:20]=2)[CH:7]=[C:6]([C:8]2[CH:13]=[C:12]([Cl:14])[CH:11]=[CH:10][C:9]=2[CH2:15][CH3:16])[N:5]=1, predict the reactants needed to synthesize it. The reactants are: Cl[C:2]1[CH:7]=[C:6]([C:8]2[CH:13]=[C:12]([Cl:14])[CH:11]=[CH:10][C:9]=2[CH2:15][CH3:16])[N:5]=[C:4]([NH2:17])[N:3]=1.[NH2:18][C:19]1[CH:27]=[CH:26][C:22]([CH2:23][CH2:24][OH:25])=[CH:21][CH:20]=1. (2) Given the product [F:27][C:2]([F:1])([F:26])[C:3]1[CH:4]=[C:5]([C:13]2[N:17]=[CH:16][N:15](/[CH:18]=[CH:19]\[C:20]([OH:22])=[O:21])[N:14]=2)[CH:6]=[C:7]([C:9]([F:10])([F:11])[F:12])[CH:8]=1, predict the reactants needed to synthesize it. The reactants are: [F:1][C:2]([F:27])([F:26])[C:3]1[CH:4]=[C:5]([C:13]2[N:17]=[CH:16][N:15](/[CH:18]=[CH:19]\[C:20]([O:22]C(C)C)=[O:21])[N:14]=2)[CH:6]=[C:7]([C:9]([F:12])([F:11])[F:10])[CH:8]=1.[Li+].[OH-].